From a dataset of Forward reaction prediction with 1.9M reactions from USPTO patents (1976-2016). Predict the product of the given reaction. (1) Given the reactants [O:1]1[CH:5]=[CH:4][C:3]([C:6]([NH:8][C:9]2[CH:10]=[CH:11][C:12]([CH3:24])=[C:13]([C:15]3[CH:20]=[CH:19][C:18]([C:21]([OH:23])=O)=[CH:17][CH:16]=3)[CH:14]=2)=[O:7])=[CH:2]1.[CH3:25][N:26]1[CH2:31][CH2:30][N:29]([C:32]2[CH:33]=[C:34]([CH:36]=[CH:37][CH:38]=2)[NH2:35])[CH2:28][CH2:27]1.CN(C(ON1N=NC2C=CC=NC1=2)=[N+](C)C)C.F[P-](F)(F)(F)(F)F.C1C=CC2N(O)N=NC=2C=1.CCN(C(C)C)C(C)C, predict the reaction product. The product is: [CH3:24][C:12]1[C:13]([C:15]2[CH:16]=[CH:17][C:18]([C:21]([NH:35][C:34]3[CH:36]=[CH:37][CH:38]=[C:32]([N:29]4[CH2:28][CH2:27][N:26]([CH3:25])[CH2:31][CH2:30]4)[CH:33]=3)=[O:23])=[CH:19][CH:20]=2)=[CH:14][C:9]([NH:8][C:6]([C:3]2[CH:4]=[CH:5][O:1][CH:2]=2)=[O:7])=[CH:10][CH:11]=1. (2) Given the reactants [C:1]([O:5][C:6]([N:8]1[CH2:13][CH2:12][NH:11][CH2:10][CH2:9]1)=[O:7])([CH3:4])([CH3:3])[CH3:2].[F:14][C:15]1[CH:22]=[C:21]([N:23]2[CH2:28][CH2:27][O:26][CH2:25][CH2:24]2)[CH:20]=[CH:19][C:16]=1[CH:17]=O.C(O[BH-](OC(=O)C)OC(=O)C)(=O)C.[Na+], predict the reaction product. The product is: [F:14][C:15]1[CH:22]=[C:21]([N:23]2[CH2:24][CH2:25][O:26][CH2:27][CH2:28]2)[CH:20]=[CH:19][C:16]=1[CH2:17][N:11]1[CH2:12][CH2:13][N:8]([C:6]([O:5][C:1]([CH3:4])([CH3:2])[CH3:3])=[O:7])[CH2:9][CH2:10]1. (3) Given the reactants [OH:1][CH2:2][C:3]([CH3:8])([CH3:7])[C:4](=[O:6])[CH3:5].[CH3:9]OS(OC)(=O)=O.[OH-].[Na+], predict the reaction product. The product is: [CH3:9][O:1][CH2:2][C:3]([CH3:8])([CH3:7])[C:4](=[O:6])[CH3:5]. (4) Given the reactants [F:1][C:2]([F:24])([F:23])[O:3][C:4]1[CH:5]=[C:6]([N:10]2[CH:15]3[CH:11]2[CH2:12][N:13]([C:16]([O:18][C:19]([CH3:22])([CH3:21])[CH3:20])=[O:17])[CH2:14]3)[CH:7]=[CH:8][CH:9]=1.[Li+].[Br-].[NH:27]1[CH2:32][CH2:31][CH2:30][CH2:29][CH2:28]1, predict the reaction product. The product is: [N:27]1([C@H:15]2[C@H:11]([NH:10][C:6]3[CH:7]=[CH:8][CH:9]=[C:4]([O:3][C:2]([F:23])([F:1])[F:24])[CH:5]=3)[CH2:12][N:13]([C:16]([O:18][C:19]([CH3:22])([CH3:21])[CH3:20])=[O:17])[CH2:14]2)[CH2:32][CH2:31][CH2:30][CH2:29][CH2:28]1. (5) Given the reactants C(NC(C)C)(C)C.C([Li])CCC.[S:13]1[CH:17]=[CH:16][CH:15]=[C:14]1[C:18]#[N:19].CN(C)[CH:22]=[O:23].C(O)(=O)CC(CC(O)=O)(C(O)=O)O, predict the reaction product. The product is: [C:18]([C:14]1[S:13][C:17]([CH:22]=[O:23])=[CH:16][CH:15]=1)#[N:19]. (6) Given the reactants [NH2:1][C@H:2]([C:6]([OH:8])=[O:7])[CH:3]([CH3:5])[CH3:4].[H-].[Na+].Cl[C:12]1[C:21]2[C:16](=[C:17]([C:22]3[N:26]=[C:25]([C:27]4[CH:32]=[CH:31][C:30]([O:33][CH:34]([CH3:36])[CH3:35])=[C:29]([Cl:37])[CH:28]=4)[O:24][N:23]=3)[CH:18]=[CH:19][CH:20]=2)[CH:15]=[CH:14][N:13]=1, predict the reaction product. The product is: [Cl:37][C:29]1[CH:28]=[C:27]([C:25]2[O:24][N:23]=[C:22]([C:17]3[CH:18]=[CH:19][CH:20]=[C:21]4[C:16]=3[CH:15]=[CH:14][N:13]=[C:12]4[NH:1][C@H:2]([C:6]([OH:8])=[O:7])[CH:3]([CH3:5])[CH3:4])[N:26]=2)[CH:32]=[CH:31][C:30]=1[O:33][CH:34]([CH3:36])[CH3:35].